From a dataset of NCI-60 drug combinations with 297,098 pairs across 59 cell lines. Regression. Given two drug SMILES strings and cell line genomic features, predict the synergy score measuring deviation from expected non-interaction effect. (1) Drug 1: C1=CC(=CC=C1C#N)C(C2=CC=C(C=C2)C#N)N3C=NC=N3. Drug 2: CC1=CC=C(C=C1)C2=CC(=NN2C3=CC=C(C=C3)S(=O)(=O)N)C(F)(F)F. Cell line: SNB-75. Synergy scores: CSS=-2.28, Synergy_ZIP=1.02, Synergy_Bliss=0.827, Synergy_Loewe=-2.89, Synergy_HSA=-2.74. (2) Drug 1: CC1=C(C(=CC=C1)Cl)NC(=O)C2=CN=C(S2)NC3=CC(=NC(=N3)C)N4CCN(CC4)CCO. Drug 2: CN(CCCl)CCCl.Cl. Cell line: RXF 393. Synergy scores: CSS=19.0, Synergy_ZIP=-5.38, Synergy_Bliss=-2.14, Synergy_Loewe=-4.27, Synergy_HSA=0.832. (3) Drug 1: C1=CC(=C2C(=C1NCCNCCO)C(=O)C3=C(C=CC(=C3C2=O)O)O)NCCNCCO. Drug 2: COCCOC1=C(C=C2C(=C1)C(=NC=N2)NC3=CC=CC(=C3)C#C)OCCOC.Cl. Cell line: DU-145. Synergy scores: CSS=67.1, Synergy_ZIP=1.67, Synergy_Bliss=4.19, Synergy_Loewe=3.59, Synergy_HSA=8.01. (4) Drug 1: C1=C(C(=O)NC(=O)N1)F. Drug 2: C1CN(P(=O)(OC1)NCCCl)CCCl. Cell line: HL-60(TB). Synergy scores: CSS=36.2, Synergy_ZIP=-13.4, Synergy_Bliss=-26.8, Synergy_Loewe=-40.0, Synergy_HSA=-28.0. (5) Drug 1: C1=NNC2=C1C(=O)NC=N2. Drug 2: CC12CCC3C(C1CCC2OP(=O)(O)O)CCC4=C3C=CC(=C4)OC(=O)N(CCCl)CCCl.[Na+]. Cell line: IGROV1. Synergy scores: CSS=6.23, Synergy_ZIP=-0.852, Synergy_Bliss=0.942, Synergy_Loewe=-2.97, Synergy_HSA=0.154. (6) Drug 1: CS(=O)(=O)C1=CC(=C(C=C1)C(=O)NC2=CC(=C(C=C2)Cl)C3=CC=CC=N3)Cl. Drug 2: CC1=C(C(=CC=C1)Cl)NC(=O)C2=CN=C(S2)NC3=CC(=NC(=N3)C)N4CCN(CC4)CCO. Cell line: M14. Synergy scores: CSS=-9.81, Synergy_ZIP=0.846, Synergy_Bliss=-8.45, Synergy_Loewe=-13.0, Synergy_HSA=-12.1. (7) Drug 1: C1CCN(CC1)CCOC2=CC=C(C=C2)C(=O)C3=C(SC4=C3C=CC(=C4)O)C5=CC=C(C=C5)O. Drug 2: C1=CC(=CC=C1CCC2=CNC3=C2C(=O)NC(=N3)N)C(=O)NC(CCC(=O)O)C(=O)O. Cell line: HCT116. Synergy scores: CSS=33.8, Synergy_ZIP=0.260, Synergy_Bliss=-3.14, Synergy_Loewe=-21.8, Synergy_HSA=-4.01.